Dataset: Catalyst prediction with 721,799 reactions and 888 catalyst types from USPTO. Task: Predict which catalyst facilitates the given reaction. (1) Reactant: [F:1][C:2]1[C:15]([F:16])=[C:14]([F:17])[CH:13]=[CH:12][C:3]=1[NH:4][CH:5]([CH3:11])[C:6]([O:8]CC)=[O:7].[OH-].[Na+]. Product: [F:1][C:2]1[C:15]([F:16])=[C:14]([F:17])[CH:13]=[CH:12][C:3]=1[NH:4][CH:5]([CH3:11])[C:6]([OH:8])=[O:7]. The catalyst class is: 8. (2) Reactant: Cl[C:2]1[C:11]2=[N:12][N:13](CC3C=CC(OC)=CC=3)[CH:14]=[C:10]2[C:9]2[CH:8]=[C:7]([O:24][CH3:25])[CH:6]=[CH:5][C:4]=2[N:3]=1.[O:26]([C:33]1[CH:39]=[CH:38][C:36]([NH2:37])=[CH:35][CH:34]=1)[C:27]1[CH:32]=[CH:31][CH:30]=[CH:29][CH:28]=1.Cl. Product: [CH3:25][O:24][C:7]1[CH:6]=[CH:5][C:4]2[N:3]=[C:2]([NH:37][C:36]3[CH:35]=[CH:34][C:33]([O:26][C:27]4[CH:32]=[CH:31][CH:30]=[CH:29][CH:28]=4)=[CH:39][CH:38]=3)[C:11]3=[N:12][NH:13][CH:14]=[C:10]3[C:9]=2[CH:8]=1. The catalyst class is: 71. (3) Reactant: [NH2:1][C:2]1[C:3]([CH3:12])=[N:4][CH:5]=[C:6]([CH:11]=1)[C:7]([O:9]C)=[O:8].[OH-].[Na+]. Product: [NH2:1][C:2]1[C:3]([CH3:12])=[N:4][CH:5]=[C:6]([CH:11]=1)[C:7]([OH:9])=[O:8]. The catalyst class is: 24. (4) Reactant: C(N(C(C)C)CC)(C)C.CS(Cl)(=O)=O.[Br:15][C:16]1[CH:21]=[CH:20][C:19]([C:22]([N:24]2[CH2:28][CH2:27][CH2:26][C@H:25]2[CH2:29]O)=[O:23])=[CH:18][CH:17]=1.[N-:31]=[N+:32]=[N-:33].[Na+]. Product: [N:31]([CH2:29][C@@H:25]1[CH2:26][CH2:27][CH2:28][N:24]1[C:22]([C:19]1[CH:20]=[CH:21][C:16]([Br:15])=[CH:17][CH:18]=1)=[O:23])=[N+:32]=[N-:33]. The catalyst class is: 124.